The task is: Predict the reactants needed to synthesize the given product.. This data is from Full USPTO retrosynthesis dataset with 1.9M reactions from patents (1976-2016). (1) Given the product [Cl:34][C:31]1[CH:30]=[CH:29][C:28]([CH:27]([C:26]2[CH:41]=[CH:42][C:23]([Cl:22])=[CH:24][CH:25]=2)[N:35]2[CH2:36][CH2:37][N:38]([CH2:2][C:3]3[N:12]=[C:11]([NH:13][C@@H:14]([C@H:18]([CH3:21])[CH2:19][CH3:20])[C:15]([NH2:17])=[O:16])[C:10]4[C:5](=[CH:6][CH:7]=[CH:8][CH:9]=4)[N:4]=3)[CH2:39][CH2:40]2)=[CH:33][CH:32]=1, predict the reactants needed to synthesize it. The reactants are: Cl[CH2:2][C:3]1[N:12]=[C:11]([NH:13][C@@H:14]([C@H:18]([CH3:21])[CH2:19][CH3:20])[C:15]([NH2:17])=[O:16])[C:10]2[C:5](=[CH:6][CH:7]=[CH:8][CH:9]=2)[N:4]=1.[Cl:22][C:23]1[CH:42]=[CH:41][C:26]([CH:27]([N:35]2[CH2:40][CH2:39][NH:38][CH2:37][CH2:36]2)[C:28]2[CH:33]=[CH:32][C:31]([Cl:34])=[CH:30][CH:29]=2)=[CH:25][CH:24]=1.C(=O)([O-])[O-].[K+].[K+]. (2) Given the product [CH2:1]([CH:4]([CH2:8][CH2:9][CH2:10][CH2:11][CH3:12])[C:5]([O:7][CH2:13][CH2:14][CH2:15][CH2:16][CH2:17][CH2:18][CH2:19][CH3:20])=[O:6])[CH2:2][CH3:3], predict the reactants needed to synthesize it. The reactants are: [CH2:1]([CH:4]([CH2:8][CH2:9][CH2:10][CH2:11][CH3:12])[C:5]([OH:7])=[O:6])[CH2:2][CH3:3].[CH2:13](O)[CH2:14][CH2:15][CH2:16][CH2:17][CH2:18][CH2:19][CH3:20]. (3) Given the product [NH2:1][C:2]1[N:7]=[C:6]([C:8]2[O:9][CH:10]=[CH:11][CH:12]=2)[C:5]([C:13]#[N:14])=[C:4]([O:15][S:30]([C:33]([F:36])([F:35])[F:34])(=[O:32])=[O:31])[CH:3]=1, predict the reactants needed to synthesize it. The reactants are: [NH2:1][C:2]1[NH:7][C:6]([C:8]2[O:9][CH:10]=[CH:11][CH:12]=2)=[C:5]([C:13]#[N:14])[C:4](=[O:15])[CH:3]=1.C(C1C=CC=C(C(C)(C)C)N=1)(C)(C)C.[S:30](O[S:30]([C:33]([F:36])([F:35])[F:34])(=[O:32])=[O:31])([C:33]([F:36])([F:35])[F:34])(=[O:32])=[O:31]. (4) The reactants are: [NH2:1][C@@H:2]1[CH2:6][CH2:5][CH2:4][C@:3]1([CH2:11][CH3:12])[C:7]([O:9][CH3:10])=[O:8].Cl.[CH3:14][C:15]1[CH:24]=[C:23]([CH2:25][O:26][C:27]2[CH:32]=[CH:31][C:30]([S:33](Cl)(=[O:35])=[O:34])=[CH:29][CH:28]=2)[C:22]2[C:17](=[CH:18][CH:19]=[CH:20][CH:21]=2)[N:16]=1. Given the product [CH2:11]([C@:3]1([C:7]([O:9][CH3:10])=[O:8])[CH2:4][CH2:5][CH2:6][C@H:2]1[NH:1][S:33]([C:30]1[CH:31]=[CH:32][C:27]([O:26][CH2:25][C:23]2[C:22]3[C:17](=[CH:18][CH:19]=[CH:20][CH:21]=3)[N:16]=[C:15]([CH3:14])[CH:24]=2)=[CH:28][CH:29]=1)(=[O:34])=[O:35])[CH3:12], predict the reactants needed to synthesize it. (5) Given the product [CH3:22][C:23]1([CH3:38])[C:27]2=[N:28][CH:29]=[C:30]([N:32]3[CH2:37][CH2:36][O:35][CH2:34][CH2:33]3)[CH:31]=[C:26]2[N:25]([C:2]2[C:11]3[C:6](=[CH:7][C:8]([F:13])=[CH:9][C:10]=3[F:12])[N:5]=[C:4]([C:14]3[CH:15]=[N:16][CH:17]=[C:18]([CH3:20])[CH:19]=3)[C:3]=2[CH3:21])[CH2:24]1, predict the reactants needed to synthesize it. The reactants are: Cl[C:2]1[C:11]2[C:6](=[CH:7][C:8]([F:13])=[CH:9][C:10]=2[F:12])[N:5]=[C:4]([C:14]2[CH:15]=[N:16][CH:17]=[C:18]([CH3:20])[CH:19]=2)[C:3]=1[CH3:21].[CH3:22][C:23]1([CH3:38])[C:27]2=[N:28][CH:29]=[C:30]([N:32]3[CH2:37][CH2:36][O:35][CH2:34][CH2:33]3)[CH:31]=[C:26]2[NH:25][CH2:24]1.CC(C1C=C(C(C)C)C(C2C=CC=CC=2P(C2CCCCC2)C2CCCCC2)=C(C(C)C)C=1)C.CC(C)([O-])C.[Na+]. (6) Given the product [CH3:1][O:2][C:3]([C:5]1[CH2:6][N:7]([C:21]([O:23][C:24]([CH3:27])([CH3:26])[CH3:25])=[O:22])[CH2:8][C:9]([CH3:11])([CH3:10])[C:12]=1[O:13][S:14]([C:17]([F:18])([F:19])[F:20])(=[O:15])=[O:16])=[O:4], predict the reactants needed to synthesize it. The reactants are: [CH3:1][O:2][C:3]([C:5]1[CH2:6][N:7]([C:21]([O:23][C:24]([CH3:27])([CH3:26])[CH3:25])=[O:22])[CH2:8][C:9]2([C:12]=1[O:13][S:14]([C:17]([F:20])([F:19])[F:18])(=[O:16])=[O:15])[CH2:11][CH2:10]2)=[O:4].COC(C1C(=O)C(C)(C)CN(C(OC(C)(C)C)=O)C1)=O. (7) Given the product [CH:28]1([CH2:33][C:34]([N:18]([CH:16]2[CH:15]([C:20]3[CH:25]=[CH:24][C:23]([Cl:26])=[C:22]([Cl:27])[CH:21]=3)[CH2:14][N:13]([C:11]([CH:8]3[CH2:9][CH2:10][N:5]([CH2:4][CH:1]4[CH2:3][CH2:2]4)[CH2:6][CH2:7]3)=[O:12])[CH2:17]2)[CH3:19])=[O:35])[CH2:32][CH2:31][CH2:30][CH2:29]1, predict the reactants needed to synthesize it. The reactants are: [CH:1]1([CH2:4][N:5]2[CH2:10][CH2:9][CH:8]([C:11]([N:13]3[CH2:17][CH:16]([NH:18][CH3:19])[CH:15]([C:20]4[CH:25]=[CH:24][C:23]([Cl:26])=[C:22]([Cl:27])[CH:21]=4)[CH2:14]3)=[O:12])[CH2:7][CH2:6]2)[CH2:3][CH2:2]1.[CH:28]1([CH2:33][C:34](Cl)=[O:35])[CH2:32][CH2:31][CH2:30][CH2:29]1.